Dataset: Forward reaction prediction with 1.9M reactions from USPTO patents (1976-2016). Task: Predict the product of the given reaction. (1) Given the reactants [CH:1]([NH2:3])=O.[NH2:4][C:5]1[C:9](C#N)=[CH:8][N:7]([CH2:12][CH2:13][CH2:14][CH2:15][CH2:16][CH2:17][CH2:18][CH2:19][CH3:20])[N:6]=1.[NH2:21][C:22]1[N:26]([CH2:27][CH2:28][CH2:29][CH2:30][CH2:31][CH2:32][CH2:33][CH2:34][CH3:35])[N:25]=[CH:24][C:23]=1[C:36]#[N:37], predict the reaction product. The product is: [CH2:12]([N:7]1[C:8]2=[N:21][CH:22]=[N:26][C:1]([NH2:3])=[C:9]2[CH:5]=[N:6]1)[CH2:13][CH2:14][CH2:15][CH2:16][CH2:17][CH2:18][CH2:19][CH3:20].[CH2:27]([N:26]1[CH:22]=[C:23]2[C:24]([N:4]=[CH:5][N:6]=[C:36]2[NH2:37])=[N:25]1)[CH2:28][CH2:29][CH2:30][CH2:31][CH2:32][CH2:33][CH2:34][CH3:35]. (2) Given the reactants [C:1]([C:3]1[C:12]2[C:7](=[CH:8][CH:9]=[C:10]([O:13][C:14]3[CH:19]=[CH:18][CH:17]=[CH:16][CH:15]=3)[CH:11]=2)[C:6]([OH:20])=[C:5]([C:21](OC)=[O:22])[N:4]=1)#[N:2].[NH2:25][C@@H:26]([C:31]1[CH:36]=[CH:35][CH:34]=[CH:33][CH:32]=1)[CH2:27][C:28]([OH:30])=[O:29].C[O-].[Na+], predict the reaction product. The product is: [C:1]([C:3]1[C:12]2[C:7](=[CH:8][CH:9]=[C:10]([O:13][C:14]3[CH:19]=[CH:18][CH:17]=[CH:16][CH:15]=3)[CH:11]=2)[C:6]([OH:20])=[C:5]([C:21]([NH:25][C@@H:26]([C:31]2[CH:36]=[CH:35][CH:34]=[CH:33][CH:32]=2)[CH2:27][C:28]([OH:30])=[O:29])=[O:22])[N:4]=1)#[N:2].